This data is from Catalyst prediction with 721,799 reactions and 888 catalyst types from USPTO. The task is: Predict which catalyst facilitates the given reaction. (1) Reactant: [CH:1]1([CH2:4][N:5]([C@@H:13]2[CH2:15][C@H:14]2[C:16]2[CH:21]=[CH:20][CH:19]=[C:18]([C:22](=[O:36])[NH:23][C:24]3[CH:29]=[CH:28][C:27]([C:30]4[N:35]=[CH:34][CH:33]=[CH:32][N:31]=4)=[CH:26][CH:25]=3)[CH:17]=2)C(=O)OC(C)(C)C)[CH2:3][CH2:2]1.[ClH:37].C(OCC)(=O)C. Product: [ClH:37].[ClH:37].[CH:1]1([CH2:4][NH:5][C@@H:13]2[CH2:15][C@H:14]2[C:16]2[CH:17]=[C:18]([CH:19]=[CH:20][CH:21]=2)[C:22]([NH:23][C:24]2[CH:29]=[CH:28][C:27]([C:30]3[N:31]=[CH:32][CH:33]=[CH:34][N:35]=3)=[CH:26][CH:25]=2)=[O:36])[CH2:3][CH2:2]1. The catalyst class is: 1. (2) Reactant: Br[C:2]1[CH:3]=[C:4]([N+:9]([O-:11])=[O:10])[CH:5]=[C:6]([Cl:8])[CH:7]=1.[CH3:12][N:13]1[CH:17]=[CH:16][N:15]=[C:14]1[CH3:18].C(=O)([O-])[O-].[K+].[K+]. Product: [Cl:8][C:6]1[CH:7]=[C:2]([C:17]2[N:13]([CH3:12])[C:14]([CH3:18])=[N:15][CH:16]=2)[CH:3]=[C:4]([N+:9]([O-:11])=[O:10])[CH:5]=1. The catalyst class is: 613. (3) Reactant: [I:1][C:2]1[C:10]2[C:5](=[N:6][CH:7]=[C:8]([S:11][C:12]3[CH:17]=[CH:16][CH:15]=[CH:14][CH:13]=3)[CH:9]=2)[NH:4][CH:3]=1.[C:18]1([S:24](Cl)(=[O:26])=[O:25])[CH:23]=[CH:22][CH:21]=[CH:20][CH:19]=1.[OH-].[Na+]. Product: [C:18]1([S:24]([N:4]2[C:5]3=[N:6][CH:7]=[C:8]([S:11][C:12]4[CH:17]=[CH:16][CH:15]=[CH:14][CH:13]=4)[CH:9]=[C:10]3[C:2]([I:1])=[CH:3]2)(=[O:26])=[O:25])[CH:23]=[CH:22][CH:21]=[CH:20][CH:19]=1. The catalyst class is: 2. (4) Reactant: C([O:3][C:4]([C:6]1[C:14]2[CH2:13][CH2:12][N:11]([C:15]([O:17][C:18]([CH3:21])([CH3:20])[CH3:19])=[O:16])[CH2:10][C:9]=2[S:8][C:7]=1[NH2:22])=O)C.C(O)(=O)C.[CH:27](N)=[NH:28]. Product: [C:18]([O:17][C:15]([N:11]1[CH2:10][C:9]2[S:8][C:7]3[N:22]=[CH:27][NH:28][C:4](=[O:3])[C:6]=3[C:14]=2[CH2:13][CH2:12]1)=[O:16])([CH3:21])([CH3:20])[CH3:19]. The catalyst class is: 3. (5) Reactant: [CH3:1][O:2][C:3]1[CH:24]=[CH:23][C:6]([C:7]([NH:9][C@@H:10]2[CH2:15][CH2:14][CH2:13][N:12](C(OC(C)(C)C)=O)[CH2:11]2)=[O:8])=[CH:5][CH:4]=1.[ClH:25]. Product: [ClH:25].[CH3:1][O:2][C:3]1[CH:4]=[CH:5][C:6]([C:7]([NH:9][C@@H:10]2[CH2:15][CH2:14][CH2:13][NH:12][CH2:11]2)=[O:8])=[CH:23][CH:24]=1. The catalyst class is: 12. (6) The catalyst class is: 5. Reactant: [CH3:1][O:2][C:3](=[O:14])[CH2:4][C:5]1[S:6][C:7]([C:10](=O)[CH2:11]Cl)=[CH:8][CH:9]=1.[NH2:15][C:16]([NH2:18])=[S:17]. Product: [CH3:1][O:2][C:3](=[O:14])[CH2:4][C:5]1[S:6][C:7]([C:10]2[N:15]=[C:16]([NH2:18])[S:17][CH:11]=2)=[CH:8][CH:9]=1. (7) Reactant: Cl[C:2]1[CH:3]=[C:4]([C:9]2[N:13]3[C:14]4[N:22]=[C:21]([O:23][CH3:24])[CH:20]=[CH:19][C:15]=4[N:16]=[C:17]([CH3:18])[C:12]3=[C:11]([CH3:25])[N:10]=2)[CH:5]=[C:6](Cl)[CH:7]=1.[N:26]1([C:32](C2C=C(B(O)O)C=CC=2)=[O:33])[CH2:31][CH2:30][CH2:29][CH2:28][CH2:27]1.C([O-])([O-])=O.[K+].[K+]. Product: [CH3:24][O:23][C:21]1[CH:20]=[CH:19][C:15]2[N:16]=[C:17]([CH3:18])[C:12]3[N:13]([C:9]([C:4]4[CH:5]=[CH:6][CH:7]=[C:2]([C:32]([N:26]5[CH2:31][CH2:30][CH2:29][CH2:28][CH2:27]5)=[O:33])[CH:3]=4)=[N:10][C:11]=3[CH3:25])[C:14]=2[N:22]=1. The catalyst class is: 73. (8) Reactant: [Br:1][C:2]1[N:6]([CH2:7][C:8]2[CH:13]=[CH:12][CH:11]=[CH:10][C:9]=2[F:14])[C:5](=[O:15])[N:4]([CH2:16][C:17]([O:19]C)=[O:18])[N:3]=1.[OH-].[Li+]. Product: [Br:1][C:2]1[N:6]([CH2:7][C:8]2[CH:13]=[CH:12][CH:11]=[CH:10][C:9]=2[F:14])[C:5](=[O:15])[N:4]([CH2:16][C:17]([OH:19])=[O:18])[N:3]=1. The catalyst class is: 5. (9) Reactant: [CH3:1][O:2][C:3]1[CH:4]=[C:5]2[C:9](=[CH:10][CH:11]=1)[NH:8][C:7](=[O:12])[CH2:6]2.[Li+].C[Si]([N-][Si](C)(C)C)(C)C.C1COCC1.[C:28]1([C:37]2[C:32](=[CH:33][CH:34]=[CH:35][CH:36]=2)[CH2:31][O:30]1)=O.Cl. Product: [C:28]1(=[C:6]2[C:5]3[C:9](=[CH:10][CH:11]=[C:3]([O:2][CH3:1])[CH:4]=3)[NH:8][C:7]2=[O:12])[C:37]2[C:32](=[CH:33][CH:34]=[CH:35][CH:36]=2)[CH2:31][O:30]1. The catalyst class is: 20. (10) Reactant: C(Cl)CCl.[C-:5]1([C:10]([OH:12])=O)[CH:9]=[CH:8][CH:7]=[CH:6]1.[CH-:13]1[CH:17]=[CH:16][CH:15]=[CH:14]1.[Fe+2:18].ON1C(=O)CCC1=O.[Cl-].[N:28]1[CH:33]=[CH:32][CH:31]=[CH:30][C:29]=1[S:34][S:35][CH2:36][CH2:37][NH3+:38].CCN(CC)CC. Product: [N:28]1[CH:33]=[CH:32][CH:31]=[CH:30][C:29]=1[S:34][S:35][CH2:36][CH2:37][NH:38][C:10]([C:5]1[CH-:6][CH:7]=[CH:8][CH:9]=1)=[O:12].[CH-:13]1[CH:17]=[CH:16][CH:15]=[CH:14]1.[Fe+2:18]. The catalyst class is: 2.